Task: Predict the reactants needed to synthesize the given product.. Dataset: Full USPTO retrosynthesis dataset with 1.9M reactions from patents (1976-2016) Given the product [CH2:7]([O:14][C:15]1[CH:22]=[CH:21][C:20]([O:23][CH2:24][CH3:25])=[CH:19][C:16]=1[CH2:17][C:28]([O:31][CH3:32])=[O:30])[C:8]1[CH:13]=[CH:12][CH:11]=[CH:10][CH:9]=1, predict the reactants needed to synthesize it. The reactants are: CSCS(C)=O.[CH2:7]([O:14][C:15]1[CH:22]=[CH:21][C:20]([O:23][CH2:24][CH3:25])=[CH:19][C:16]=1[CH:17]=O)[C:8]1[CH:13]=[CH:12][CH:11]=[CH:10][CH:9]=1.CO.[C:28]([O:31][CH2:32]C)(=[O:30])C.